From a dataset of Forward reaction prediction with 1.9M reactions from USPTO patents (1976-2016). Predict the product of the given reaction. (1) Given the reactants [CH3:1][C:2]1[CH:7]=[C:6]([CH3:8])[NH:5][C:4](=[O:9])[C:3]=1[CH2:10][NH:11][C:12]([C:14]1[C:15]2[CH:30]=[N:29][N:28]([CH:31]([CH3:33])[CH3:32])[C:16]=2[N:17]=[C:18]([C:20]#[C:21][C:22]2[CH:27]=[CH:26]N=[CH:24][CH:23]=2)[CH:19]=1)=[O:13].O1CCC[CH2:35]1, predict the reaction product. The product is: [CH3:1][C:2]1[CH:7]=[C:6]([CH3:8])[NH:5][C:4](=[O:9])[C:3]=1[CH2:10][NH:11][C:12]([C:14]1[C:15]2[CH:30]=[N:29][N:28]([CH:31]([CH3:33])[CH3:32])[C:16]=2[N:17]=[C:18]([CH2:20][CH2:21][C:22]2[CH:27]=[CH:26][CH:35]=[CH:24][CH:23]=2)[CH:19]=1)=[O:13]. (2) The product is: [Cl:1][C:2]1[CH:3]=[C:4]([CH:8]=[CH:9][N:10]=1)[C:5]([N:36]([CH2:37][CH2:38][CH3:39])[CH2:33][CH2:34][CH3:35])=[O:7]. Given the reactants [Cl:1][C:2]1[CH:3]=[C:4]([CH:8]=[CH:9][N:10]=1)[C:5]([OH:7])=O.ON1C2C=CC=CC=2N=N1.Cl.CN(C)CCCN=C=NCC.[CH2:33]([NH:36][CH2:37][CH2:38][CH3:39])[CH2:34][CH3:35].C(N(CC)CC)C, predict the reaction product. (3) Given the reactants [C:1]([OH:5])(=[O:4])[CH2:2][CH3:3].[C:6]([O:25][CH2:26][CH3:27])(=[O:24])[CH2:7][CH2:8][CH2:9][CH2:10][CH2:11][CH2:12][CH2:13]/[CH:14]=[CH:15]\[CH2:16][CH2:17][CH2:18][CH2:19][CH2:20][CH2:21][CH2:22][CH3:23], predict the reaction product. The product is: [C:1]([OH:5])(=[O:4])[CH2:2][CH3:3].[C:6]([O:25][CH2:26][CH3:27])(=[O:24])[CH2:7][CH2:8][CH2:9][CH2:10][CH2:11][CH2:12][CH2:13]/[CH:14]=[CH:15]\[CH2:16][CH2:17][CH2:18][CH2:19][CH2:20][CH2:21][CH2:22][CH3:23]. (4) Given the reactants [CH3:1][CH:2]1[CH2:7][NH:6][CH2:5][CH:4]([CH3:8])[NH:3]1.[Li]CCCC.C[Si](Cl)(C)C.[N+:19]([C:22]1[CH:30]=[CH:29][C:25]([C:26](Cl)=[O:27])=[CH:24][CH:23]=1)([O-:21])=[O:20], predict the reaction product. The product is: [N+:19]([C:22]1[CH:23]=[CH:24][C:25]([C:26]([N:3]2[CH:4]([CH3:8])[CH2:5][NH:6][CH2:7][CH:2]2[CH3:1])=[O:27])=[CH:29][CH:30]=1)([O-:21])=[O:20].